This data is from Full USPTO retrosynthesis dataset with 1.9M reactions from patents (1976-2016). The task is: Predict the reactants needed to synthesize the given product. (1) Given the product [C:14]([O:11][CH:7]([C:6]1[CH:5]=[CH:4][C:3]([O:2][CH3:1])=[CH:13][CH:12]=1)[C:8]([OH:10])=[O:9])(=[O:16])[CH3:15], predict the reactants needed to synthesize it. The reactants are: [CH3:1][O:2][C:3]1[CH:13]=[CH:12][C:6]([CH:7]([OH:11])[C:8]([OH:10])=[O:9])=[CH:5][CH:4]=1.[C:14](OC(=O)C)(=[O:16])[CH3:15].CCN(CC)CC. (2) The reactants are: [CH3:1][O:2][C:3]1[CH:4]=[C:5]2[C:10](=[CH:11][C:12]=1[O:13][CH3:14])[N:9]=[CH:8][N:7]=[C:6]2[O:15][C:16]1[CH:22]=[CH:21][C:19]([NH2:20])=[C:18]([N+:23]([O-:25])=[O:24])[CH:17]=1.ClC(Cl)(O[C:30](=[O:36])OC(Cl)(Cl)Cl)Cl.[CH:38]1([CH2:44][N:45]2[CH2:49][CH2:48][CH:47]([NH2:50])[CH2:46]2)[CH2:43][CH2:42][CH2:41][CH2:40][CH2:39]1.C(=O)([O-])O.[Na+]. Given the product [CH:38]1([CH2:44][N:45]2[CH2:49][CH2:48][CH:47]([NH:50][C:30]([NH:20][C:19]3[CH:21]=[CH:22][C:16]([O:15][C:6]4[C:5]5[C:10](=[CH:11][C:12]([O:13][CH3:14])=[C:3]([O:2][CH3:1])[CH:4]=5)[N:9]=[CH:8][N:7]=4)=[CH:17][C:18]=3[N+:23]([O-:25])=[O:24])=[O:36])[CH2:46]2)[CH2:39][CH2:40][CH2:41][CH2:42][CH2:43]1, predict the reactants needed to synthesize it. (3) The reactants are: [NH2:1][C:2]1[C:7]([C:8]([F:11])([F:10])[F:9])=[CH:6][CH:5]=[CH:4][C:3]=1[C:12]([C:14]1[CH:19]=[CH:18][CH:17]=[C:16]([OH:20])[CH:15]=1)=O.[C:21]1([CH3:30])[CH:26]=[CH:25][CH:24]=[C:23]([CH2:27][CH:28]=O)[CH:22]=1. Given the product [CH3:30][C:21]1[CH:22]=[C:23]([C:27]2[CH:28]=[N:1][C:2]3[C:3]([C:12]=2[C:14]2[CH:15]=[C:16]([OH:20])[CH:17]=[CH:18][CH:19]=2)=[CH:4][CH:5]=[CH:6][C:7]=3[C:8]([F:11])([F:10])[F:9])[CH:24]=[CH:25][CH:26]=1, predict the reactants needed to synthesize it. (4) The reactants are: [CH2:1]([O:3][C@H:4]([CH3:51])[CH2:5][O:6][CH2:7][C:8]1[CH:13]=[CH:12][C:11]([C@@H:14]2[C@@H:19]([O:20][CH2:21][C:22]3[CH:23]=[CH:24][C:25]4[O:30][CH2:29][CH2:28][N:27]([CH2:31][CH2:32][CH2:33][O:34][CH3:35])[C:26]=4[CH:36]=3)[CH2:18][N:17]([S:37]([C:40]3[CH:45]=[CH:44][C:43]([CH3:46])=[CH:42][CH:41]=3)(=[O:39])=[O:38])[C@@H:16]([CH2:47][C:48](O)=[O:49])[CH2:15]2)=[CH:10][CH:9]=1)[CH3:2].[CH2:52]([NH:54][CH2:55][CH3:56])[CH3:53]. Given the product [CH2:52]([N:54]([CH2:55][CH3:56])[C:48](=[O:49])[CH2:47][C@H:16]1[CH2:15][C@H:14]([C:11]2[CH:10]=[CH:9][C:8]([CH2:7][O:6][CH2:5][C@H:4]([O:3][CH2:1][CH3:2])[CH3:51])=[CH:13][CH:12]=2)[C@@H:19]([O:20][CH2:21][C:22]2[CH:23]=[CH:24][C:25]3[O:30][CH2:29][CH2:28][N:27]([CH2:31][CH2:32][CH2:33][O:34][CH3:35])[C:26]=3[CH:36]=2)[CH2:18][N:17]1[S:37]([C:40]1[CH:45]=[CH:44][C:43]([CH3:46])=[CH:42][CH:41]=1)(=[O:38])=[O:39])[CH3:53], predict the reactants needed to synthesize it. (5) Given the product [C:1]([C:3]1[CH:11]=[CH:10][CH:9]=[C:8]2[C:4]=1[C:5]([CH2:13][N:14]([CH3:18])[CH3:15])=[CH:6][NH:7]2)#[N:2], predict the reactants needed to synthesize it. The reactants are: [C:1]([C:3]1[CH:11]=[CH:10][CH:9]=[C:8]2[C:4]=1[CH:5]=[CH:6][NH:7]2)#[N:2].Cl.[CH3:13][NH:14][CH3:15].C=O.[CH2:18](O)CCC. (6) Given the product [F:1][C:2]1[CH:3]=[CH:4][C:5]([CH2:6][N:7]2[CH2:12][CH2:11][CH:10]([C:19]([CH3:21])([N+:16]([O-:18])=[O:17])[CH3:20])[CH2:9][C:8]2=[O:13])=[CH:14][CH:15]=1, predict the reactants needed to synthesize it. The reactants are: [F:1][C:2]1[CH:15]=[CH:14][C:5]([CH2:6][N:7]2[CH2:12][CH2:11][CH:10]=[CH:9][C:8]2=[O:13])=[CH:4][CH:3]=1.[N+:16]([CH:19]([CH3:21])[CH3:20])([O-:18])=[O:17].C1CCN2C(=NCCC2)CC1. (7) Given the product [CH:8]([C:7]1[CH:6]=[N:5][N:4]2[C:13]([OH:14])=[CH:12][C:11]([OH:18])=[N:2][C:3]=12)([CH3:10])[CH3:9], predict the reactants needed to synthesize it. The reactants are: [Na].[NH2:2][C:3]1[C:7]([CH:8]([CH3:10])[CH3:9])=[CH:6][NH:5][N:4]=1.[C:11](OCC)(=[O:18])[CH2:12][C:13](OCC)=[O:14].